Dataset: Forward reaction prediction with 1.9M reactions from USPTO patents (1976-2016). Task: Predict the product of the given reaction. (1) Given the reactants [C:1]1([C:7]2[C:11]([C:12]3N=CN(C4C=CC=CC=4)[CH:16]=3)=[C:10]([C:23]([F:26])([F:25])[F:24])[O:9][N:8]=2)[CH:6]=[CH:5][CH:4]=[CH:3][CH:2]=1.[Li]CCCC.[Cu]C#N.[Cl-].[Li+].C(Cl)(=[O:39])C, predict the reaction product. The product is: [C:1]1([C:7]2[C:11]([C:12](=[O:39])[CH3:16])=[C:10]([C:23]([F:26])([F:25])[F:24])[O:9][N:8]=2)[CH:6]=[CH:5][CH:4]=[CH:3][CH:2]=1. (2) Given the reactants [CH3:1][C:2]1([CH3:16])[CH2:10][CH2:9][CH2:8][C@:7]2([CH3:11])[C@H:3]1[CH2:4][CH2:5][C:6]12OCC[O:12]1.C1(C)C=CC(S(O)(=O)=O)=CC=1, predict the reaction product. The product is: [CH3:1][C:2]1([CH3:16])[CH2:10][CH2:9][CH2:8][C@:7]2([CH3:11])[C@H:3]1[CH2:4][CH2:5][C:6]2=[O:12]. (3) Given the reactants [F:1][C:2]([F:16])([F:15])[C:3]1[CH:8]=[CH:7][C:6](N2CCNCC2)=[CH:5][CH:4]=1.C(O)(=O)[C@H:18]([C@@H](C(O)=O)O)[OH:19], predict the reaction product. The product is: [F:16][C:2]([F:1])([F:15])[C:3]1[CH:4]=[CH:5][C:6]([CH:18]=[O:19])=[CH:7][CH:8]=1. (4) The product is: [Br:1][C:2]1[CH:27]=[CH:26][C:5]([O:6][C:7]2[CH:12]=[CH:11][CH:10]=[CH:9][C:8]=2[NH:13][S:14]([C:17]2[CH:18]=[CH:19][C:20]([C:21]([NH:46][CH2:45][CH2:44][N:41]3[CH2:40][CH2:39][N:38]([C:33]4[CH:34]=[CH:35][CH:36]=[CH:37][N:32]=4)[CH2:43][CH2:42]3)=[O:23])=[CH:24][CH:25]=2)(=[O:15])=[O:16])=[CH:4][CH:3]=1. Given the reactants [Br:1][C:2]1[CH:27]=[CH:26][C:5]([O:6][C:7]2[CH:12]=[CH:11][CH:10]=[CH:9][C:8]=2[NH:13][S:14]([C:17]2[CH:25]=[CH:24][C:20]([C:21]([OH:23])=O)=[CH:19][CH:18]=2)(=[O:16])=[O:15])=[CH:4][CH:3]=1.Cl.Cl.Cl.Cl.[N:32]1[CH:37]=[CH:36][CH:35]=[CH:34][C:33]=1[N:38]1[CH2:43][CH2:42][N:41]([CH2:44][CH2:45][NH2:46])[CH2:40][CH2:39]1, predict the reaction product. (5) Given the reactants C(=O)(O)[O-:2].[Na+].Cl.NO.[F:9][C:10]([F:23])([F:22])[CH:11]([C:14]1[CH:19]=[CH:18][N:17]=[C:16]([C:20]#[N:21])[CH:15]=1)[O:12][CH3:13], predict the reaction product. The product is: [F:23][C:10]([F:9])([F:22])[CH:11]([C:14]1[CH:19]=[CH:18][N:17]=[C:16]([C:20]([NH2:21])=[O:2])[CH:15]=1)[O:12][CH3:13]. (6) Given the reactants [Li+].[OH-].C[O:4][C:5](=[O:15])[CH2:6][CH2:7][CH2:8][C:9]1[CH:14]=[CH:13][CH:12]=[CH:11][CH:10]=1.O.Cl.[CH2:18]1COCC1, predict the reaction product. The product is: [CH3:18][CH:6]([CH2:7][CH2:8][C:9]1[CH:14]=[CH:13][CH:12]=[CH:11][CH:10]=1)[C:5]([OH:4])=[O:15].